Dataset: Forward reaction prediction with 1.9M reactions from USPTO patents (1976-2016). Task: Predict the product of the given reaction. Given the reactants [CH3:1][C:2]1([CH3:15])[C:11]2[C:6](=[CH:7][CH:8]=[C:9]([CH:12]=[CH2:13])[CH:10]=2)[C:5](=O)[CH2:4][CH2:3]1.Cl.[NH2:17][OH:18].C([O-])(=O)C.[Na+], predict the reaction product. The product is: [CH3:1][C:2]1([CH3:15])[C:11]2[C:6](=[CH:7][CH:8]=[C:9]([CH:12]=[CH2:13])[CH:10]=2)/[C:5](=[N:17]/[OH:18])/[CH2:4][CH2:3]1.